This data is from Catalyst prediction with 721,799 reactions and 888 catalyst types from USPTO. The task is: Predict which catalyst facilitates the given reaction. (1) Reactant: [F:1][C:2]1[CH:3]=[C:4]([CH:10]=[CH:11][C:12]=1[CH3:13])[C:5]([O:7][CH2:8][CH3:9])=[O:6].[Br:14]N1C(=O)CCC1=O.N(C(CC)C#N)=NC(CC)C#N.S([O-])([O-])(=O)=S.[Na+].[Na+]. Product: [Br:14][CH2:13][C:12]1[CH:11]=[CH:10][C:4]([C:5]([O:7][CH2:8][CH3:9])=[O:6])=[CH:3][C:2]=1[F:1]. The catalyst class is: 13. (2) Reactant: [Cl:1][C:2]1[CH:3]=[C:4]([CH:25]=[CH:26][C:27]=1[Cl:28])[C:5]([NH:7][C@@H:8]1[C:17]2[C:12](=[CH:13][CH:14]=[C:15]([N+:18]([O-])=O)[CH:16]=2)[CH2:11][CH2:10][C@H:9]1[O:21][C:22](=[O:24])[CH3:23])=[O:6]. Product: [Cl:1][C:2]1[CH:3]=[C:4]([CH:25]=[CH:26][C:27]=1[Cl:28])[C:5]([NH:7][C@@H:8]1[C:17]2[C:12](=[CH:13][CH:14]=[C:15]([NH2:18])[CH:16]=2)[CH2:11][CH2:10][C@H:9]1[O:21][C:22](=[O:24])[CH3:23])=[O:6]. The catalyst class is: 3.